Task: Regression. Given a peptide amino acid sequence and an MHC pseudo amino acid sequence, predict their binding affinity value. This is MHC class II binding data.. Dataset: Peptide-MHC class II binding affinity with 134,281 pairs from IEDB (1) The peptide sequence is FIIDGPNTPECPSAS. The MHC is DRB1_1302 with pseudo-sequence DRB1_1302. The binding affinity (normalized) is 0.118. (2) The peptide sequence is SVTIKLDGNLLSSND. The MHC is DRB3_0101 with pseudo-sequence DRB3_0101. The binding affinity (normalized) is 0.623.